The task is: Predict the reaction yield, written as a fraction of the theoretical maximum amount of product (1.0 means a 100% yield; for example, 0.34 means a 34% yield).. This data is from Reaction yield outcomes from USPTO patents with 853,638 reactions. (1) The reactants are [CH:1]1[CH:2]=[CH:3][C:4]2[NH:9][CH:8]=[C:7]([CH2:10][CH2:11][OH:12])[C:5]=2[CH:6]=1.[C:13]([CH2:17][C:18]([O:20][CH2:21][CH3:22])=[O:19])(=O)[CH2:14][CH3:15].O.C1(C)C=CC(S(O)(=O)=O)=CC=1. The catalyst is C1C=CC=CC=1. The product is [CH2:21]([O:20][C:18](=[O:19])[CH2:17][C:13]1([CH2:14][CH3:15])[C:8]2[NH:9][C:4]3[C:5]([C:7]=2[CH2:10][CH2:11][O:12]1)=[CH:6][CH:1]=[CH:2][CH:3]=3)[CH3:22]. The yield is 0.680. (2) The catalyst is O1CCOCC1.O.[Pd].C1(P(C2C=CC=CC=2)C2C=CC=CC=2)C=CC=CC=1.C1(P(C2C=CC=CC=2)C2C=CC=CC=2)C=CC=CC=1.C1(P(C2C=CC=CC=2)C2C=CC=CC=2)C=CC=CC=1.C1(P(C2C=CC=CC=2)C2C=CC=CC=2)C=CC=CC=1. The reactants are [CH2:1]([S:3]([C:6]1[CH:11]=[CH:10][C:9]([C:12]2[C:17]([O:18][CH3:19])=[CH:16][CH:15]=[C:14](B3OC(C)(C)C(C)(C)O3)[CH:13]=2)=[C:8]([F:29])[CH:7]=1)(=[O:5])=[O:4])[CH3:2].Cl[C:31]1[C:32]2[N:39]=[CH:38][N:37]([CH2:40][CH3:41])[C:33]=2[N:34]=[N:35][CH:36]=1.C(=O)([O-])[O-].[Na+].[Na+]. The product is [CH2:40]([N:37]1[C:33]2[N:34]=[N:35][CH:36]=[C:31]([C:14]3[CH:13]=[C:12]([C:9]4[CH:10]=[CH:11][C:6]([S:3]([CH2:1][CH3:2])(=[O:5])=[O:4])=[CH:7][C:8]=4[F:29])[C:17]([O:18][CH3:19])=[CH:16][CH:15]=3)[C:32]=2[N:39]=[CH:38]1)[CH3:41]. The yield is 0.260. (3) The yield is 0.950. The reactants are C(O[C:6]([N:8]1[CH2:13][CH2:12][N:11]([C:14]2[S:15][C:16]([CH3:28])=[C:17]([C:19]3[CH:24]=[CH:23][C:22]([C:25]([OH:27])=[O:26])=[CH:21][CH:20]=3)[N:18]=2)[CH2:10][CH2:9]1)=O)(C)(C)C.CC(O)=O.C(O[Na])(C)=O.C=O.[BH3-]C#N.[Na+]. The catalyst is Cl.O1CCOCC1. The product is [CH3:28][C:16]1[S:15][C:14]([N:11]2[CH2:10][CH2:9][N:8]([CH3:6])[CH2:13][CH2:12]2)=[N:18][C:17]=1[C:19]1[CH:24]=[CH:23][C:22]([C:25]([OH:27])=[O:26])=[CH:21][CH:20]=1.